From a dataset of Full USPTO retrosynthesis dataset with 1.9M reactions from patents (1976-2016). Predict the reactants needed to synthesize the given product. (1) Given the product [Cl:7][C:8]1[CH:13]=[CH:12][C:11]([C@:14]([NH:15][C:20](=[O:21])[O:22][C:23]([CH3:26])([CH3:25])[CH3:24])([CH3:27])[CH2:18][OH:17])=[CH:10][CH:9]=1, predict the reactants needed to synthesize it. The reactants are: C(=O)([O-])[O-].[K+].[K+].[Cl:7][C:8]1[CH:13]=[CH:12][C:11]([C@:14]2([CH3:27])[CH2:18][O:17]C(=O)[N:15]2[C:20]([O:22][C:23]([CH3:26])([CH3:25])[CH3:24])=[O:21])=[CH:10][CH:9]=1. (2) Given the product [CH2:54]1[CH2:53][O:52][C:51]2[CH:56]=[CH:57][C:48]([CH2:47][CH2:46][NH:45][C:20]([C:17]3[CH:16]=[CH:15][C:14]([C:3]4[CH:4]=[C:5]([C:8]5[O:9][C:10]([CH3:13])=[N:11][N:12]=5)[CH:6]=[CH:7][C:2]=4[CH3:1])=[CH:19][CH:18]=3)=[O:22])=[CH:49][C:50]=2[O:55]1, predict the reactants needed to synthesize it. The reactants are: [CH3:1][C:2]1[CH:7]=[CH:6][C:5]([C:8]2[O:9][C:10]([CH3:13])=[N:11][N:12]=2)=[CH:4][C:3]=1[C:14]1[CH:19]=[CH:18][C:17]([C:20]([OH:22])=O)=[CH:16][CH:15]=1.C1C=CC2N(O)N=NC=2C=1.Cl.CN(C)CCCN=C=NCC.[NH2:45][CH2:46][CH2:47][C:48]1[CH:57]=[CH:56][C:51]2[O:52][CH2:53][CH2:54][O:55][C:50]=2[CH:49]=1. (3) Given the product [CH2:1]([O:3][C:4]([C:6]1([C:9]2[CH:10]=[CH:11][C:12]([C:15]3[CH:20]=[CH:19][C:18]([C:21]4[O:25][N:24]=[C:23]([CH3:26])[C:22]=4[NH:27][C:37]4[CH:36]=[C:35]([C:31]5[CH:32]=[CH:33][CH:34]=[CH:29][CH:30]=5)[CH:40]=[CH:39][CH:38]=4)=[CH:17][CH:16]=3)=[CH:13][CH:14]=2)[CH2:8][CH2:7]1)=[O:5])[CH3:2], predict the reactants needed to synthesize it. The reactants are: [CH2:1]([O:3][C:4]([C:6]1([C:9]2[CH:14]=[CH:13][C:12]([C:15]3[CH:20]=[CH:19][C:18]([C:21]4[O:25][N:24]=[C:23]([CH3:26])[C:22]=4[NH2:27])=[CH:17][CH:16]=3)=[CH:11][CH:10]=2)[CH2:8][CH2:7]1)=[O:5])[CH3:2].Br[C:29]1[CH:30]=[C:31]([C:35]2[CH:40]=[CH:39][CH:38]=[CH:37][CH:36]=2)[CH:32]=[CH:33][CH:34]=1.